Dataset: Catalyst prediction with 721,799 reactions and 888 catalyst types from USPTO. Task: Predict which catalyst facilitates the given reaction. (1) Reactant: [Cl:1][C:2]1[CH:7]=[CH:6][C:5]([CH:8]2[NH:12][C:11]3([CH2:17][CH2:16][O:15][CH2:14][CH2:13]3)[NH:10][C:9]2=[O:18])=[CH:4][CH:3]=1.BrN1C(=O)CCC1=O.C(=O)(O)[O-].[Na+]. Product: [Cl:1][C:2]1[CH:7]=[CH:6][C:5]([C:8]2[C:9](=[O:18])[NH:10][C:11]3([CH2:13][CH2:14][O:15][CH2:16][CH2:17]3)[N:12]=2)=[CH:4][CH:3]=1. The catalyst class is: 2. (2) Reactant: [Br:1][C:2]1[CH:17]=[CH:16][C:5]([N:6]([CH3:15])[C:7](=O)[C:8]2[CH:13]=[CH:12][CH:11]=[CH:10][CH:9]=2)=[C:4]([NH2:18])[CH:3]=1.C1(C)C=CC(S(O)(=O)=O)=CC=1. Product: [Br:1][C:2]1[CH:17]=[CH:16][C:5]2[N:6]([CH3:15])[C:7]([C:8]3[CH:13]=[CH:12][CH:11]=[CH:10][CH:9]=3)=[N:18][C:4]=2[CH:3]=1. The catalyst class is: 113. (3) Reactant: [C:1]([C:3]1[O:4][C:5]2[CH:12]=[C:11]([C:13]([O-])=[O:14])[CH:10]=[CH:9][C:6]=2[C:7]=1[CH3:8])#[N:2].[Cl-].[Cl-].[Ca+2].[BH4-].[Na+].Cl. Product: [OH:14][CH2:13][C:11]1[CH:10]=[CH:9][C:6]2[C:7]([CH3:8])=[C:3]([C:1]#[N:2])[O:4][C:5]=2[CH:12]=1. The catalyst class is: 301. (4) Reactant: [F:1][C:2]1[CH:3]=[CH:4][C:5]([N+:25]([O-])=O)=[C:6]([CH:24]=1)[NH:7][C:8]1[S:12][C:11]2[CH:13]=[C:14]([O:17][CH3:18])[CH:15]=[CH:16][C:10]=2[C:9]=1[C:19]([O:21][CH2:22][CH3:23])=[O:20].[H][H]. Product: [NH2:25][C:5]1[CH:4]=[CH:3][C:2]([F:1])=[CH:24][C:6]=1[NH:7][C:8]1[S:12][C:11]2[CH:13]=[C:14]([O:17][CH3:18])[CH:15]=[CH:16][C:10]=2[C:9]=1[C:19]([O:21][CH2:22][CH3:23])=[O:20]. The catalyst class is: 849. (5) Product: [CH3:1][CH:2]([CH2:36][CH3:37])[C@H:3]([NH:24][C:25]([C:27]1[O:28][C:29]2[CH:35]=[CH:34][CH:33]=[CH:32][C:30]=2[CH:31]=1)=[O:26])[C:4](=[O:23])[NH:5][CH:6]1[CH2:12][CH2:11][CH2:10][N:9]([S:13]([C:16]2[CH:21]=[CH:20][CH:19]=[CH:18][N:17]=2)(=[O:14])=[O:15])[CH2:8][C:7]1=[O:22]. The catalyst class is: 2. Reactant: [CH3:1][CH:2]([CH2:36][CH3:37])[C@H:3]([NH:24][C:25]([C:27]1[O:28][C:29]2[CH:35]=[CH:34][CH:33]=[CH:32][C:30]=2[CH:31]=1)=[O:26])[C:4](=[O:23])[NH:5][CH:6]1[CH2:12][CH2:11][CH2:10][N:9]([S:13]([C:16]2[CH:21]=[CH:20][CH:19]=[CH:18][N:17]=2)(=[O:15])=[O:14])[CH2:8][CH:7]1[OH:22].CC(OI1(OC(C)=O)(OC(C)=O)OC(=O)C2C=CC=CC1=2)=O.S([O-])([O-])(=O)=S.[Na+].[Na+].C(=O)(O)[O-].[Na+]. (6) Reactant: [OH:1][C:2]1[CH:7]=[CH:6][C:5]([CH2:8][C:9]([OH:11])=[O:10])=[CH:4][CH:3]=1.[C:12](OC(=O)C)(=[O:14])[CH3:13]. Product: [C:12]([O:1][C:2]1[CH:3]=[CH:4][C:5]([CH2:8][C:9]([OH:11])=[O:10])=[CH:6][CH:7]=1)(=[O:14])[CH3:13]. The catalyst class is: 445. (7) Reactant: [CH3:1][C:2]1[C:6]([C:7]2[CH:12]=[CH:11][CH:10]=[CH:9][CH:8]=2)=[C:5]([NH2:13])[NH:4][N:3]=1.[O:14]1[C:18]2[CH:19]=[CH:20][C:21]([C:23](=O)[CH2:24][C:25](OCC)=[O:26])=[CH:22][C:17]=2[O:16][CH2:15]1. Product: [O:14]1[C:18]2[CH:19]=[CH:20][C:21]([C:23]3[NH:13][C:5]4[N:4]([N:3]=[C:2]([CH3:1])[C:6]=4[C:7]4[CH:12]=[CH:11][CH:10]=[CH:9][CH:8]=4)[C:25](=[O:26])[CH:24]=3)=[CH:22][C:17]=2[O:16][CH2:15]1. The catalyst class is: 15. (8) Reactant: [Br:1][C:2]1[CH:16]=[CH:15][C:14]([F:17])=[CH:13][C:3]=1[O:4][CH:5]1[CH2:10][CH2:9][N:8]([C:11]#[N:12])[CH2:7][CH2:6]1.Cl.[NH2:19][OH:20].C([O-])([O-])=O.[Na+].[Na+]. Product: [Br:1][C:2]1[CH:16]=[CH:15][C:14]([F:17])=[CH:13][C:3]=1[O:4][CH:5]1[CH2:10][CH2:9][N:8]([C:11](=[N:19][OH:20])[NH2:12])[CH2:7][CH2:6]1. The catalyst class is: 88. (9) Reactant: [CH3:1][O:2][C:3]1[C:8]2[O:9][C:10]3[CH:15]=[CH:14][CH:13]=[CH:12][C:11]=3[C:7]=2[C:6]([C:16]2[S:17][CH:18]=[C:19]([C:21]3[N:26]=[C:25]([C:27]([O:29]CC)=[O:28])[CH:24]=[CH:23][CH:22]=3)[N:20]=2)=[CH:5][CH:4]=1.[OH-].[K+].Cl. Product: [CH3:1][O:2][C:3]1[C:8]2[O:9][C:10]3[CH:15]=[CH:14][CH:13]=[CH:12][C:11]=3[C:7]=2[C:6]([C:16]2[S:17][CH:18]=[C:19]([C:21]3[N:26]=[C:25]([C:27]([OH:29])=[O:28])[CH:24]=[CH:23][CH:22]=3)[N:20]=2)=[CH:5][CH:4]=1. The catalyst class is: 40.